From a dataset of Peptide-MHC class II binding affinity with 134,281 pairs from IEDB. Regression. Given a peptide amino acid sequence and an MHC pseudo amino acid sequence, predict their binding affinity value. This is MHC class II binding data. (1) The peptide sequence is MYRELLELVAADVES. The MHC is DRB1_0701 with pseudo-sequence DRB1_0701. The binding affinity (normalized) is 0.185. (2) The peptide sequence is AAAQASAAAAAYEAA. The MHC is DRB1_0701 with pseudo-sequence DRB1_0701. The binding affinity (normalized) is 0.378. (3) The peptide sequence is FHKRDMRLLSLAVSS. The MHC is HLA-DQA10501-DQB10402 with pseudo-sequence HLA-DQA10501-DQB10402. The binding affinity (normalized) is 0.626. (4) The peptide sequence is NNPKEWLQVDFQKTVKVTGV. The MHC is DRB1_0404 with pseudo-sequence DRB1_0404. The binding affinity (normalized) is 0. (5) The peptide sequence is EKKYFAATQKEPLAA. The MHC is DRB1_1001 with pseudo-sequence DRB1_1001. The binding affinity (normalized) is 0.580. (6) The peptide sequence is TSFLLMIVLQINMLV. The MHC is DRB1_0101 with pseudo-sequence DRB1_0101. The binding affinity (normalized) is 0.195. (7) The peptide sequence is SDYVYQPFPKTVWEQ. The MHC is DRB3_0101 with pseudo-sequence DRB3_0101. The binding affinity (normalized) is 0.164.